Dataset: Full USPTO retrosynthesis dataset with 1.9M reactions from patents (1976-2016). Task: Predict the reactants needed to synthesize the given product. (1) Given the product [CH2:36]([O:1][CH2:2][CH2:3][O:4][C:5]1[CH:10]=[CH:9][C:8]([CH:11]2[CH2:16][CH2:15][N:14]([C:17]([O:19][C:20]([CH3:23])([CH3:21])[CH3:22])=[O:18])[CH2:13][CH:12]2[O:24][CH2:25][C:26]2[CH:35]=[CH:34][C:33]3[C:28](=[CH:29][CH:30]=[CH:31][CH:32]=3)[CH:27]=2)=[CH:7][CH:6]=1)[C:37]1[CH:42]=[CH:41][CH:40]=[CH:39][CH:38]=1, predict the reactants needed to synthesize it. The reactants are: [OH:1][CH2:2][CH2:3][O:4][C:5]1[CH:10]=[CH:9][C:8]([CH:11]2[CH2:16][CH2:15][N:14]([C:17]([O:19][C:20]([CH3:23])([CH3:22])[CH3:21])=[O:18])[CH2:13][CH:12]2[O:24][CH2:25][C:26]2[CH:35]=[CH:34][C:33]3[C:28](=[CH:29][CH:30]=[CH:31][CH:32]=3)[CH:27]=2)=[CH:7][CH:6]=1.[CH2:36](Br)[C:37]1[CH:42]=[CH:41][CH:40]=[CH:39][CH:38]=1. (2) Given the product [OH:12][C:9]1[CH:10]=[C:11]2[C:6]([CH:5]=[CH:4][CH:3]=[C:2]2[NH:1][C:13](=[O:15])[CH3:14])=[CH:7][CH:8]=1, predict the reactants needed to synthesize it. The reactants are: [NH2:1][C:2]1[CH:3]=[CH:4][CH:5]=[C:6]2[C:11]=1[CH:10]=[C:9]([OH:12])[CH:8]=[CH:7]2.[C:13](OC(=O)C)(=[O:15])[CH3:14]. (3) Given the product [CH3:16][C:11]1[CH:12]=[CH:13][CH:14]=[CH:15][C:10]=1[C:9]1[C:5]2[CH:4]=[C:3]([CH2:2][O:1][C:20]3[CH:25]=[CH:24][C:23]([C@@H:26]([C:32]#[C:33][CH3:34])[CH2:27][C:28]([O:30][CH3:31])=[O:29])=[CH:22][CH:21]=3)[CH:18]=[CH:17][C:6]=2[S:7][CH:8]=1, predict the reactants needed to synthesize it. The reactants are: [OH:1][CH2:2][C:3]1[CH:18]=[CH:17][C:6]2[S:7][CH:8]=[C:9]([C:10]3[CH:15]=[CH:14][CH:13]=[CH:12][C:11]=3[CH3:16])[C:5]=2[CH:4]=1.O[C:20]1[CH:25]=[CH:24][C:23]([C@@H:26]([C:32]#[C:33][CH3:34])[CH2:27][C:28]([O:30][CH3:31])=[O:29])=[CH:22][CH:21]=1.C1C=CC(P(C2C=CC=CC=2)C2C=CC=CC=2)=CC=1.C1C=CC(COC(/N=N/C(OCC2C=CC=CC=2)=O)=O)=CC=1. (4) Given the product [Cl:1][C:2]1[CH:10]=[CH:9][CH:8]=[CH:7][C:3]=1[C:4]([NH:20][CH2:19][CH:18]([C:15]1[CH:16]=[N:17][C:12]([CH3:11])=[N:13][CH:14]=1)[CH2:21][C:22]1([C:25]([F:26])([F:27])[F:28])[CH2:24][CH2:23]1)=[O:6], predict the reactants needed to synthesize it. The reactants are: [Cl:1][C:2]1[CH:10]=[CH:9][CH:8]=[CH:7][C:3]=1[C:4]([OH:6])=O.[CH3:11][C:12]1[N:17]=[CH:16][C:15]([CH:18]([CH2:21][C:22]2([C:25]([F:28])([F:27])[F:26])[CH2:24][CH2:23]2)[CH2:19][NH2:20])=[CH:14][N:13]=1. (5) The reactants are: [C:1]([Li])([CH3:4])([CH3:3])C.Br[C:7]1[CH:12]=[CH:11][CH:10]=[CH:9][N:8]=1.Br[C:14]1[CH:15]=[C:16]([CH:26]=[CH:27][CH:28]=1)[C:17]([C:19]1[CH:24]=[CH:23][CH:22]=[C:21](Br)[CH:20]=1)=[O:18].[CH2:29](N(CC(O)=O)CC(O)=O)[CH2:30][N:31](CC(O)=O)CC(O)=O. Given the product [C:17]([C:19]1[CH:24]=[CH:23][CH:22]=[C:21]([C:4]2[CH:1]=[CH:3][CH:29]=[CH:30][N:31]=2)[CH:20]=1)([C:16]1[CH:26]=[CH:27][CH:28]=[C:14]([C:7]2[CH:12]=[CH:11][CH:10]=[CH:9][N:8]=2)[CH:15]=1)=[O:18], predict the reactants needed to synthesize it. (6) Given the product [C:1]([O:5][C:6](=[O:19])[NH:7][C:8]1[CH:13]=[C:12]([N:14]([CH3:16])[CH3:15])[C:11]([Cl:17])=[CH:10][C:9]=1[NH:18][C:25](=[O:24])[CH2:26][C:27]([C:29]1[CH:34]=[CH:33][CH:32]=[C:31]([C:35]2[N:36]([CH3:48])[N:37]=[C:38]([CH2:40][O:41][CH:42]3[CH2:47][CH2:46][CH2:45][CH2:44][O:43]3)[CH:39]=2)[CH:30]=1)=[O:28])([CH3:4])([CH3:2])[CH3:3], predict the reactants needed to synthesize it. The reactants are: [C:1]([O:5][C:6](=[O:19])[NH:7][C:8]1[CH:13]=[C:12]([N:14]([CH3:16])[CH3:15])[C:11]([Cl:17])=[CH:10][C:9]=1[NH2:18])([CH3:4])([CH3:3])[CH3:2].C([O:24][C:25](=O)[CH2:26][C:27]([C:29]1[CH:34]=[CH:33][CH:32]=[C:31]([C:35]2[N:36]([CH3:48])[N:37]=[C:38]([CH2:40][O:41][CH:42]3[CH2:47][CH2:46][CH2:45][CH2:44][O:43]3)[CH:39]=2)[CH:30]=1)=[O:28])(C)(C)C. (7) The reactants are: [ClH:1].Cl.[Cl:3][C:4]1C(C2SC3C=CC=C(C(N)=O)C=3C=2)=NC(NCCC2CCN(C)CC2)=NC=1.[CH:32]1([NH:35][C:36]([C:38]2[C:46]3[CH:45]=[C:44]([C:47]4[C:52]([CH3:53])=[CH:51][N:50]=[C:49]([NH:54][CH2:55][CH2:56][CH2:57][N:58]5[CH2:63][CH2:62][NH:61][CH2:60][C@@H:59]5[CH3:64])[N:48]=4)[S:43][C:42]=3[CH:41]=[CH:40][CH:39]=2)=[O:37])[CH2:34][CH2:33]1. Given the product [ClH:3].[ClH:1].[ClH:3].[CH:32]1([NH:35][C:36]([C:38]2[C:46]3[CH:45]=[C:44]([C:47]4[C:52]([CH3:53])=[CH:51][N:50]=[C:49]([NH:54][CH2:55][CH2:56][CH2:57][N:58]5[CH2:63][CH2:62][N:61]([CH3:4])[CH2:60][C@@H:59]5[CH3:64])[N:48]=4)[S:43][C:42]=3[CH:41]=[CH:40][CH:39]=2)=[O:37])[CH2:33][CH2:34]1, predict the reactants needed to synthesize it.